This data is from Full USPTO retrosynthesis dataset with 1.9M reactions from patents (1976-2016). The task is: Predict the reactants needed to synthesize the given product. (1) Given the product [O:12]=[C:7]1[C:6]2[C:2]([C:13]([OH:15])=[O:14])=[CH:3][O:4][C:5]=2[CH2:11][CH2:10][CH2:9][NH:8]1, predict the reactants needed to synthesize it. The reactants are: O[C:2]1([C:13]([O:15]CC)=[O:14])[C:6]2[C:7](=[O:12])[NH:8][CH2:9][CH2:10][CH2:11][C:5]=2[O:4][CH2:3]1.Cl. (2) Given the product [CH:22]1([NH:25][C:26](=[O:27])[C:28]2[CH:33]=[C:32]([C:2]3[CH:3]=[C:4]4[C:8](=[CH:9][CH:10]=3)[N:7]([C:11]3[CH:16]=[CH:15][C:14]([CH2:17][C:18]([NH:20][CH3:21])=[O:19])=[CH:13][CH:12]=3)[N:6]=[CH:5]4)[C:31]([CH3:37])=[C:30]([F:38])[CH:29]=2)[CH2:23][CH2:24]1, predict the reactants needed to synthesize it. The reactants are: Br[C:2]1[CH:3]=[C:4]2[C:8](=[CH:9][CH:10]=1)[N:7]([C:11]1[CH:16]=[CH:15][C:14]([CH2:17][C:18]([NH:20][CH3:21])=[O:19])=[CH:13][CH:12]=1)[N:6]=[CH:5]2.[CH:22]1([NH:25][C:26]([C:28]2[CH:29]=[C:30]([F:38])[C:31]([CH3:37])=[C:32](B(O)O)[CH:33]=2)=[O:27])[CH2:24][CH2:23]1.C(=O)([O-])O.[Na+]. (3) Given the product [C:1]([C@@H:3]([C:18]1[CH:23]=[CH:22][C:21]([F:24])=[C:20]([F:25])[CH:19]=1)[C@H:4]([C:10]1[C:11]([F:17])=[CH:12][CH:13]=[CH:14][C:15]=1[F:16])[CH2:5][C:6]([O:8][CH2:9][CH3:26])=[O:7])#[N:2], predict the reactants needed to synthesize it. The reactants are: [C:1]([C@@H:3]([C:18]1[CH:23]=[CH:22][C:21]([F:24])=[C:20]([F:25])[CH:19]=1)[C@H:4]([C:10]1[C:15]([F:16])=[CH:14][CH:13]=[CH:12][C:11]=1[F:17])[CH2:5][C:6]([O:8][CH3:9])=[O:7])#[N:2].[CH2:26](O)C. (4) Given the product [CH2:21]([C:23]1[CH2:29][C@H:28]2[C@@H:25]([CH:24]=1)[C:26](=[CH:13][C:14]([O:16][C:17]([CH3:20])([CH3:19])[CH3:18])=[O:15])[CH2:27]2)[CH3:22], predict the reactants needed to synthesize it. The reactants are: CC(C)([O-])C.[K+].COP([CH2:13][C:14]([O:16][C:17]([CH3:20])([CH3:19])[CH3:18])=[O:15])(OC)=O.[CH2:21]([C:23]1[CH2:24][C@H:25]2[C@@H:28]([CH:29]=1)[C:27](=O)[CH2:26]2)[CH3:22]. (5) The reactants are: C[O:2][C:3](=[O:38])[CH2:4][C:5]1[S:6][C:7]([C:10]2[NH:14][C:13]([C@H:15]3[N:23]4[C:18](=[CH:19][C:20]([C:25]5[CH:30]=[C:29]([Cl:31])[CH:28]=[CH:27][C:26]=5[N:32]5[CH:36]=[N:35][N:34]=[N:33]5)=[CH:21][C:22]4=[O:24])[CH2:17][CH2:16]3)=[N:12][C:11]=2[Cl:37])=[CH:8][CH:9]=1.ClCCl. Given the product [ClH:31].[Cl:37][C:11]1[N:12]=[C:13]([C@H:15]2[N:23]3[C:18](=[CH:19][C:20]([C:25]4[CH:30]=[C:29]([Cl:31])[CH:28]=[CH:27][C:26]=4[N:32]4[CH:36]=[N:35][N:34]=[N:33]4)=[CH:21][C:22]3=[O:24])[CH2:17][CH2:16]2)[NH:14][C:10]=1[C:7]1[S:6][C:5]([CH2:4][C:3]([OH:38])=[O:2])=[CH:9][CH:8]=1, predict the reactants needed to synthesize it. (6) Given the product [NH2:16][C:11]1[CH:12]=[CH:13][CH:14]=[C:15]2[C:10]=1[C:9](=[O:19])[C:8]1([NH:20][C:21](=[O:30])[C:22]3[CH:27]=[C:26]([CH3:28])[CH:25]=[C:24]([CH3:29])[CH:23]=3)[C:7]3[CH:31]=[CH:32][C:33]([CH:35]([CH3:36])[CH3:37])=[CH:34][C:6]=3[O:5][C:4]12[OH:3], predict the reactants needed to synthesize it. The reactants are: Cl.O.[OH:3][C:4]12[C:15]3[C:10](=[C:11]([N+:16]([O-])=O)[CH:12]=[CH:13][CH:14]=3)[C:9](=[O:19])[C:8]1([NH:20][C:21](=[O:30])[C:22]1[CH:27]=[C:26]([CH3:28])[CH:25]=[C:24]([CH3:29])[CH:23]=1)[C:7]1[CH:31]=[CH:32][C:33]([CH:35]([CH3:37])[CH3:36])=[CH:34][C:6]=1[O:5]2. (7) Given the product [CH3:1][C:2]1[S:6][C:5]([C:7]2[C:8]([NH2:14])=[C:9]([NH2:13])[CH:10]=[N:11][CH:12]=2)=[CH:4][CH:3]=1, predict the reactants needed to synthesize it. The reactants are: [CH3:1][C:2]1[S:6][C:5]([C:7]2[C:8]([N+:14]([O-])=O)=[C:9]([NH2:13])[CH:10]=[N:11][CH:12]=2)=[CH:4][CH:3]=1.[NH4+].[Cl-]. (8) Given the product [Cl:4][C:5]1[CH:30]=[CH:29][CH:28]=[CH:27][C:6]=1[O:7][C:8]1[C:13]([C:14]([OH:16])=[O:15])=[CH:12][N:11]=[C:10]([C:19]2[CH:24]=[C:23]([F:25])[CH:22]=[C:21]([F:26])[CH:20]=2)[CH:9]=1, predict the reactants needed to synthesize it. The reactants are: [OH-].[Li+].O.[Cl:4][C:5]1[CH:30]=[CH:29][CH:28]=[CH:27][C:6]=1[O:7][C:8]1[C:13]([C:14]([O:16]CC)=[O:15])=[CH:12][N:11]=[C:10]([C:19]2[CH:24]=[C:23]([F:25])[CH:22]=[C:21]([F:26])[CH:20]=2)[CH:9]=1. (9) Given the product [Cl:35][C:32]1[CH:33]=[CH:34][C:29]([CH:17]([C:14]2[CH:13]=[CH:12][C:11]([C:9]3[CH:10]=[C:6]([C:4]([OH:5])=[O:3])[S:7][CH:8]=3)=[CH:16][CH:15]=2)[CH2:18]/[C:19](=[N:27]\[OH:28])/[C:20]2[CH:25]=[CH:24][N:23]=[C:22]([CH3:26])[CH:21]=2)=[C:30]([F:36])[CH:31]=1, predict the reactants needed to synthesize it. The reactants are: C([O:3][C:4]([C:6]1[S:7][CH:8]=[C:9]([C:11]2[CH:16]=[CH:15][C:14]([CH:17]([C:29]3[CH:34]=[CH:33][C:32]([Cl:35])=[CH:31][C:30]=3[F:36])[CH2:18]/[C:19](=[N:27]\[OH:28])/[C:20]3[CH:25]=[CH:24][N:23]=[C:22]([CH3:26])[CH:21]=3)=[CH:13][CH:12]=2)[CH:10]=1)=[O:5])C.[Li+].[OH-].C(O)=O.